From a dataset of Peptide-MHC class I binding affinity with 185,985 pairs from IEDB/IMGT. Regression. Given a peptide amino acid sequence and an MHC pseudo amino acid sequence, predict their binding affinity value. This is MHC class I binding data. (1) The peptide sequence is FIIDNFGSV. The MHC is HLA-B15:17 with pseudo-sequence HLA-B15:17. The binding affinity (normalized) is 0.0847. (2) The peptide sequence is IILFQNNDI. The MHC is HLA-A02:06 with pseudo-sequence HLA-A02:06. The binding affinity (normalized) is 0.131. (3) The peptide sequence is DDLYVGSDL. The MHC is Mamu-A11 with pseudo-sequence Mamu-A11. The binding affinity (normalized) is 0.0600. (4) The peptide sequence is RRSLLAHVR. The binding affinity (normalized) is 0.0847. The MHC is HLA-B35:01 with pseudo-sequence HLA-B35:01. (5) The MHC is HLA-A01:01 with pseudo-sequence HLA-A01:01. The peptide sequence is YFEYIEENKY. The binding affinity (normalized) is 0.320. (6) The peptide sequence is GLCTLVAML. The MHC is HLA-A02:03 with pseudo-sequence HLA-A02:03. The binding affinity (normalized) is 0.551. (7) The binding affinity (normalized) is 0.904. The MHC is HLA-A03:01 with pseudo-sequence HLA-A03:01. The peptide sequence is SLFRAVITK. (8) The peptide sequence is NQLYLTVSF. The MHC is HLA-A26:03 with pseudo-sequence HLA-A26:03. The binding affinity (normalized) is 0.0847. (9) The peptide sequence is KCRVKMEKL. The MHC is HLA-B57:01 with pseudo-sequence HLA-B57:01. The binding affinity (normalized) is 0.0847.